Predict the reactants needed to synthesize the given product. From a dataset of Full USPTO retrosynthesis dataset with 1.9M reactions from patents (1976-2016). (1) Given the product [C:1]([O:5][C:6](=[O:16])[NH:7][CH:8]1[CH2:13][CH2:12][CH2:11][CH:10]([CH:14]=[O:15])[CH2:9]1)([CH3:4])([CH3:2])[CH3:3], predict the reactants needed to synthesize it. The reactants are: [C:1]([O:5][C:6](=[O:16])[NH:7][CH:8]1[CH2:13][CH2:12][CH2:11][CH:10]([CH2:14][OH:15])[CH2:9]1)([CH3:4])([CH3:3])[CH3:2].CC(OI1(OC(C)=O)(OC(C)=O)OC(=O)C2C=CC=CC1=2)=O. (2) Given the product [CH3:17][C:16]([CH3:19])([CH3:18])[C@H:15]([NH:14][C:12](=[O:13])[C@H:11]([N:29]1[CH:33]=[CH:32][C:31]([C:34]2[CH:39]=[CH:38][C:37]([C:40]3[CH:41]=[CH:42][N:43]=[CH:44][CH:45]=3)=[CH:36][CH:35]=2)=[CH:30]1)[CH2:10][C:9]([OH:46])=[O:8])[C:20](=[O:28])[NH:21][C:22]1[CH:27]=[CH:26][N:25]=[CH:24][CH:23]=1, predict the reactants needed to synthesize it. The reactants are: C([O:8][C:9](=[O:46])[CH2:10][C@@H:11]([N:29]1[CH:33]=[CH:32][C:31]([C:34]2[CH:39]=[CH:38][C:37]([C:40]3[CH:45]=[CH:44][N:43]=[CH:42][CH:41]=3)=[CH:36][CH:35]=2)=[CH:30]1)[C:12]([NH:14][C@H:15]([C:20](=[O:28])[NH:21][C:22]1[CH:27]=[CH:26][N:25]=[CH:24][CH:23]=1)[C:16]([CH3:19])([CH3:18])[CH3:17])=[O:13])C1C=CC=CC=1.CC(O)=O. (3) Given the product [ClH:23].[S:1]1[C:5]([N:6]([CH3:22])[C:7]([CH:9]2[CH:10]3[CH:14]2[CH2:13][NH:12][CH2:11]3)=[O:8])=[CH:4][CH:3]=[N:2]1, predict the reactants needed to synthesize it. The reactants are: [S:1]1[C:5]([N:6]([CH3:22])[C:7]([CH:9]2[CH2:14][CH2:13][N:12](C(OC(C)(C)C)=O)[CH2:11][CH2:10]2)=[O:8])=[CH:4][CH:3]=[N:2]1.[ClH:23]. (4) Given the product [Cl:1][C:2]1[C:3]([F:34])=[C:4]([NH:8][C:9]2[C:18]3[C:13](=[CH:14][C:15]([O:32][CH3:33])=[C:16]([CH2:19][N:20]([CH3:31])[C:21]4([C:27]([NH:29][CH3:30])=[O:28])[CH2:26][CH2:25][CH2:24][N:23]([S:36]([CH3:35])(=[O:38])=[O:37])[CH2:22]4)[CH:17]=3)[N:12]=[CH:11][N:10]=2)[CH:5]=[CH:6][CH:7]=1, predict the reactants needed to synthesize it. The reactants are: [Cl:1][C:2]1[C:3]([F:34])=[C:4]([NH:8][C:9]2[C:18]3[C:13](=[CH:14][C:15]([O:32][CH3:33])=[C:16]([CH2:19][N:20]([CH3:31])[C:21]4([C:27]([NH:29][CH3:30])=[O:28])[CH2:26][CH2:25][CH2:24][NH:23][CH2:22]4)[CH:17]=3)[N:12]=[CH:11][N:10]=2)[CH:5]=[CH:6][CH:7]=1.[CH3:35][S:36](Cl)(=[O:38])=[O:37]. (5) Given the product [Br:12][C:8]1[CH:7]=[C:6]([C:4]2[N:31]=[C:27]([CH2:28][CH3:29])[S:30][C:3]=2[C:13]2[CH:18]=[CH:17][N:16]=[C:15]([NH:19][C:20]([O:22][C:23]([CH3:26])([CH3:25])[CH3:24])=[O:21])[CH:14]=2)[CH:11]=[CH:10][CH:9]=1.[NH2:19][C:15]1[CH:14]=[C:13]([C:3]2[S:30][C:27]([CH2:28][CH3:29])=[N:31][C:4]=2[C:6]2[CH:11]=[CH:10][CH:9]=[C:8]([Br:12])[CH:7]=2)[CH:18]=[CH:17][N:16]=1, predict the reactants needed to synthesize it. The reactants are: Br.Br[CH:3]([C:13]1[CH:18]=[CH:17][N:16]=[C:15]([NH:19][C:20]([O:22][C:23]([CH3:26])([CH3:25])[CH3:24])=[O:21])[CH:14]=1)[C:4]([C:6]1[CH:11]=[CH:10][CH:9]=[C:8]([Br:12])[CH:7]=1)=O.[C:27]([NH2:31])(=[S:30])[CH2:28][CH3:29].C(=O)([O-])O.[Na+]. (6) Given the product [C:1]12([C:11]3[CH:12]=[C:13]([C:21]4[CH:22]=[C:23]([CH:26]=[CH:27][CH:28]=4)[CH:24]=[C:35]4[S:29][C:30](=[S:31])[NH:32][C:33]4=[O:34])[C:14]4[O:18][C:17]([CH3:19])=[N:16][C:15]=4[CH:20]=3)[CH2:2][CH:3]3[CH2:9][CH:7]([CH2:6][CH:5]([CH2:4]3)[CH2:10]1)[CH2:8]2, predict the reactants needed to synthesize it. The reactants are: [C:1]12([C:11]3[CH:12]=[C:13]([C:21]4[CH:22]=[C:23]([CH:26]=[CH:27][CH:28]=4)[CH:24]=O)[C:14]4[O:18][C:17]([CH3:19])=[N:16][C:15]=4[CH:20]=3)[CH2:10][CH:5]3[CH2:6][CH:7]([CH2:9][CH:3]([CH2:4]3)[CH2:2]1)[CH2:8]2.[S:29]1[CH2:35][C:33](=[O:34])[NH:32][C:30]1=[S:31].